This data is from Catalyst prediction with 721,799 reactions and 888 catalyst types from USPTO. The task is: Predict which catalyst facilitates the given reaction. Reactant: [CH3:1][O:2][C:3](=[O:11])[C:4]1[CH:9]=[CH:8][C:7]([NH2:10])=[CH:6][CH:5]=1.[Br:12][C:13]1[CH:14]=[C:15]([CH:18]=[CH:19][CH:20]=1)[CH:16]=O. Product: [CH3:1][O:2][C:3](=[O:11])[C:4]1[CH:9]=[CH:8][C:7](/[N:10]=[CH:16]/[C:15]2[CH:18]=[CH:19][CH:20]=[C:13]([Br:12])[CH:14]=2)=[CH:6][CH:5]=1. The catalyst class is: 626.